Dataset: Forward reaction prediction with 1.9M reactions from USPTO patents (1976-2016). Task: Predict the product of the given reaction. (1) Given the reactants [CH3:1][O:2][C:3]1[CH:4]=[C:5]2[C:9](=[CH:10][C:11]=1[CH3:12])[N:8]([CH3:13])[CH:7]=[C:6]2[C:14]1[N:22](S(C2C=CC(C)=CC=2)(=O)=O)[C:17]2=[N:18][CH:19]=[CH:20][CH:21]=[C:16]2[CH:15]=1.[OH-].[K+], predict the reaction product. The product is: [CH3:1][O:2][C:3]1[CH:4]=[C:5]2[C:9](=[CH:10][C:11]=1[CH3:12])[N:8]([CH3:13])[CH:7]=[C:6]2[C:14]1[NH:22][C:17]2=[N:18][CH:19]=[CH:20][CH:21]=[C:16]2[CH:15]=1. (2) Given the reactants [N+:1]([C:4]1[CH:24]=[CH:23][C:7]([O:8][C:9]2[N:14]=[CH:13][N:12]=[C:11]([NH:15]C(=O)OC(C)(C)C)[CH:10]=2)=[CH:6][CH:5]=1)([O-:3])=[O:2].C(O)(C(F)(F)F)=O, predict the reaction product. The product is: [NH2:15][C:11]1[CH:10]=[C:9]([O:8][C:7]2[CH:6]=[CH:5][C:4]([N+:1]([O-:3])=[O:2])=[CH:24][CH:23]=2)[N:14]=[CH:13][N:12]=1. (3) Given the reactants [F:1][C:2]1[CH:7]=[CH:6][C:5]([CH2:8][CH2:9][NH2:10])=[CH:4][CH:3]=1.C([O:13][C:14]([C:16]1[N:17]=[C:18]2[CH:23]=[CH:22][C:21]([N:24]3[CH2:29][CH2:28][N:27]([C:30](=[O:42])[C:31]4[CH:36]=[C:35]([F:37])[CH:34]=[CH:33][C:32]=4[C:38]([F:41])([F:40])[F:39])[CH2:26][CH2:25]3)=[N:20][N:19]2[CH:43]=1)=O)C, predict the reaction product. The product is: [F:1][C:2]1[CH:7]=[CH:6][C:5]([CH2:8][CH2:9][NH:10][C:14]([C:16]2[N:17]=[C:18]3[CH:23]=[CH:22][C:21]([N:24]4[CH2:29][CH2:28][N:27]([C:30](=[O:42])[C:31]5[CH:36]=[C:35]([F:37])[CH:34]=[CH:33][C:32]=5[C:38]([F:39])([F:41])[F:40])[CH2:26][CH2:25]4)=[N:20][N:19]3[CH:43]=2)=[O:13])=[CH:4][CH:3]=1. (4) Given the reactants N[C:2]1[CH:29]=[CH:28][C:5]([CH2:6][CH2:7][N:8]2[CH2:13][CH2:12][CH:11]([C:14]([C:22]3[CH:27]=[CH:26][CH:25]=[CH:24][CH:23]=3)([C:16]3[CH:21]=[CH:20][CH:19]=[CH:18][CH:17]=3)[OH:15])[CH2:10][CH2:9]2)=[CH:4][CH:3]=1.[C:30](O)(=O)C.C=O.[C:36]([BH3-])#[N:37].[Na+], predict the reaction product. The product is: [CH3:30][N:37]([CH3:36])[C:2]1[CH:29]=[CH:28][C:5]([CH2:6][CH2:7][N:8]2[CH2:13][CH2:12][CH:11]([C:14]([C:22]3[CH:27]=[CH:26][CH:25]=[CH:24][CH:23]=3)([C:16]3[CH:21]=[CH:20][CH:19]=[CH:18][CH:17]=3)[OH:15])[CH2:10][CH2:9]2)=[CH:4][CH:3]=1. (5) Given the reactants [Cl:1][C:2]1[CH:7]=[CH:6][CH:5]=[CH:4][C:3]=1[C:8]1[C:12]([C:13](O)=[O:14])=[CH:11][N:10]([C:16]2[CH:21]=[CH:20][N:19]=[C:18]([NH:22][CH2:23][CH2:24][C:25]3[CH:30]=[CH:29][C:28]([OH:31])=[CH:27][CH:26]=3)[N:17]=2)[N:9]=1.N.C[N:34](C(ON1N=NC2C=CC=CC1=2)=[N+](C)C)C.[B-](F)(F)(F)F.CCN(C(C)C)C(C)C.Cl, predict the reaction product. The product is: [Cl:1][C:2]1[CH:7]=[CH:6][CH:5]=[CH:4][C:3]=1[C:8]1[C:12]([C:13]([NH2:34])=[O:14])=[CH:11][N:10]([C:16]2[CH:21]=[CH:20][N:19]=[C:18]([NH:22][CH2:23][CH2:24][C:25]3[CH:26]=[CH:27][C:28]([OH:31])=[CH:29][CH:30]=3)[N:17]=2)[N:9]=1. (6) Given the reactants [CH:1]1([C:7](=[O:13])[CH2:8][CH2:9][CH2:10][CH2:11][CH3:12])[CH2:6][CH2:5][CH:4]=[CH:3][CH2:2]1.C(OO)(=[O:16])C.O, predict the reaction product. The product is: [CH:3]12[O:16][CH:4]1[CH2:5][CH2:6][CH:1]([C:7](=[O:13])[CH2:8][CH2:9][CH2:10][CH2:11][CH3:12])[CH2:2]2. (7) Given the reactants CS(O[CH2:6][CH2:7][O:8][C:9]1[CH:14]=[CH:13][C:12]([C:15]#[C:16][C:17]2[CH:22]=[CH:21][C:20]([C:23]3[CH:28]=[CH:27][C:26]([Cl:29])=[CH:25][CH:24]=3)=[CH:19][N:18]=2)=[CH:11][C:10]=1[CH3:30])(=O)=O.[CH2:31]([NH2:34])[CH:32]=[CH2:33], predict the reaction product. The product is: [CH2:31]([NH:34][CH2:6][CH2:7][O:8][C:9]1[CH:14]=[CH:13][C:12]([C:15]#[C:16][C:17]2[CH:22]=[CH:21][C:20]([C:23]3[CH:24]=[CH:25][C:26]([Cl:29])=[CH:27][CH:28]=3)=[CH:19][N:18]=2)=[CH:11][C:10]=1[CH3:30])[CH:32]=[CH2:33].